This data is from Full USPTO retrosynthesis dataset with 1.9M reactions from patents (1976-2016). The task is: Predict the reactants needed to synthesize the given product. (1) Given the product [CH3:13][O:14][C:15](=[O:18])[CH2:16][N:7]1[C:6](=[O:8])[C:5]([Cl:9])=[C:4]([Cl:10])[N:3]=[C:2]1[Cl:1], predict the reactants needed to synthesize it. The reactants are: [Cl:1][C:2]1[NH:7][C:6](=[O:8])[C:5]([Cl:9])=[C:4]([Cl:10])[N:3]=1.[H-].[Na+].[CH3:13][O:14][C:15](=[O:18])[CH2:16]Br. (2) Given the product [CH:32]1([N:21]2[CH2:22][C:19]([CH2:23][C:24]#[N:25])([N:17]3[CH:18]=[C:14]([C:12]4[N:11]5[CH:26]=[CH:27][N:28]=[C:10]5[CH:9]=[C:8]([C:6]5[CH:5]=[N:4][N:3]([CH3:2])[CH:7]=5)[N:13]=4)[CH:15]=[N:16]3)[CH2:20]2)[CH2:34][CH2:33]1, predict the reactants needed to synthesize it. The reactants are: Cl.[CH3:2][N:3]1[CH:7]=[C:6]([C:8]2[N:13]=[C:12]([C:14]3[CH:15]=[N:16][N:17]([C:19]4([CH2:23][C:24]#[N:25])[CH2:22][NH:21][CH2:20]4)[CH:18]=3)[N:11]3[CH:26]=[CH:27][N:28]=[C:10]3[CH:9]=2)[CH:5]=[N:4]1.C(O[C:32]1(O[Si](C)(C)C)[CH2:34][CH2:33]1)C.C([BH3-])#N.[Na+]. (3) Given the product [C:42]1([C:48]2[CH:52]=[C:51]([C:2]3[S:3][CH:4]=[C:5]([C:7]([NH:9][C:10]4[CH:18]=[C:17]5[C:13]([CH:14]=[N:15][N:16]5[CH2:19][O:20][CH2:21][CH2:22][Si:23]([CH3:26])([CH3:25])[CH3:24])=[CH:12][C:11]=4[C:27]4[CH:28]=[C:29]([CH:39]=[CH:40][CH:41]=4)[CH2:30][NH:31][C:32](=[O:38])[O:33][C:34]([CH3:37])([CH3:36])[CH3:35])=[O:8])[N:6]=3)[N:50]([CH:66]3[CH2:71][CH2:70][CH2:69][CH2:68][O:67]3)[N:49]=2)[CH:43]=[CH:44][CH:45]=[CH:46][CH:47]=1, predict the reactants needed to synthesize it. The reactants are: Br[C:2]1[S:3][CH:4]=[C:5]([C:7]([NH:9][C:10]2[CH:18]=[C:17]3[C:13]([CH:14]=[N:15][N:16]3[CH2:19][O:20][CH2:21][CH2:22][Si:23]([CH3:26])([CH3:25])[CH3:24])=[CH:12][C:11]=2[C:27]2[CH:28]=[C:29]([CH:39]=[CH:40][CH:41]=2)[CH2:30][NH:31][C:32](=[O:38])[O:33][C:34]([CH3:37])([CH3:36])[CH3:35])=[O:8])[N:6]=1.[C:42]1([C:48]2[CH:52]=[C:51]([Sn](CCCC)(CCCC)CCCC)[N:50]([CH:66]3[CH2:71][CH2:70][CH2:69][CH2:68][O:67]3)[N:49]=2)[CH:47]=[CH:46][CH:45]=[CH:44][CH:43]=1. (4) Given the product [N:1]1([C:6]2[CH:14]=[CH:13][C:9]([C:10]([Cl:17])=[O:11])=[CH:8][CH:7]=2)[CH:5]=[N:4][CH:3]=[N:2]1, predict the reactants needed to synthesize it. The reactants are: [N:1]1([C:6]2[CH:14]=[CH:13][C:9]([C:10](O)=[O:11])=[CH:8][CH:7]=2)[CH:5]=[N:4][CH:3]=[N:2]1.S(Cl)([Cl:17])=O. (5) Given the product [CH:1]1([S:4]([C:7]2[CH:8]=[CH:9][C:10]([CH:13]([CH2:18][CH:19]3[CH2:24][CH2:23][O:22][CH2:21][CH2:20]3)[C:14](=[O:17])[CH2:15][CH2:16][C:36]([C:33]3[CH:32]=[CH:31][C:30]([CH:26]4[O:27][CH2:28][CH2:29][O:25]4)=[CH:35][N:34]=3)=[O:37])=[CH:11][CH:12]=2)(=[O:6])=[O:5])[CH2:3][CH2:2]1, predict the reactants needed to synthesize it. The reactants are: [CH:1]1([S:4]([C:7]2[CH:12]=[CH:11][C:10]([CH:13]([CH2:18][CH:19]3[CH2:24][CH2:23][O:22][CH2:21][CH2:20]3)[C:14](=[O:17])[CH:15]=[CH2:16])=[CH:9][CH:8]=2)(=[O:6])=[O:5])[CH2:3][CH2:2]1.[O:25]1[CH2:29][CH2:28][O:27][CH:26]1[C:30]1[CH:31]=[CH:32][C:33]([CH:36]=[O:37])=[N:34][CH:35]=1.C(N(CC)CC)C. (6) Given the product [CH2:41]([Cl:43])[Cl:42].[CH3:8][OH:9].[NH4+:6].[OH-:40].[F:1][C:2]1[CH:3]=[CH:4][C:5]([CH2:8][O:9][C:10]2[CH:15]=[CH:14][N:13]([C:16]3[CH:24]=[C:23]4[C:19]([C:20]5[CH2:30][CH2:29][CH2:28][NH:27][CH2:26][C:21]=5[N:22]4[CH3:25])=[CH:18][CH:17]=3)[C:12](=[O:38])[CH:11]=2)=[N:6][CH:7]=1, predict the reactants needed to synthesize it. The reactants are: [F:1][C:2]1[CH:3]=[CH:4][C:5]([CH2:8][O:9][C:10]2[CH:15]=[CH:14][N:13]([C:16]3[CH:24]=[C:23]4[C:19]([C:20]5[CH2:30][CH2:29][CH2:28][N:27](C(OC(C)(C)C)=O)[CH2:26][C:21]=5[N:22]4[CH3:25])=[CH:18][CH:17]=3)[C:12](=[O:38])[CH:11]=2)=[N:6][CH:7]=1.C[OH:40].[CH2:41]([Cl:43])[Cl:42].Cl. (7) Given the product [F:1][C:2]1[CH:3]=[C:4]([C:8]2[CH2:17][CH2:16][C:11]3([O:12][CH2:13][CH2:14][O:15]3)[CH2:10][CH:9]=2)[CH:5]=[CH:6][CH:7]=1, predict the reactants needed to synthesize it. The reactants are: [F:1][C:2]1[CH:3]=[C:4]([C:8]2(O)[CH2:17][CH2:16][C:11]3([O:15][CH2:14][CH2:13][O:12]3)[CH2:10][CH2:9]2)[CH:5]=[CH:6][CH:7]=1.C1(C)C=CC(S(O)(=O)=O)=CC=1.C1(C)C=CC=CC=1.